This data is from Forward reaction prediction with 1.9M reactions from USPTO patents (1976-2016). The task is: Predict the product of the given reaction. (1) Given the reactants [I:1][C:2]1[S:3][C:4]([C:13]([O:15]CC)=[O:14])=[C:5]([C:7]2[CH:12]=[CH:11][CH:10]=[CH:9][CH:8]=2)[N:6]=1.[OH-].[Na+].Cl, predict the reaction product. The product is: [I:1][C:2]1[S:3][C:4]([C:13]([OH:15])=[O:14])=[C:5]([C:7]2[CH:12]=[CH:11][CH:10]=[CH:9][CH:8]=2)[N:6]=1. (2) Given the reactants Cl[CH2:2][C:3]([N:5]1[C@@H:9]([C:10]#[CH:11])[CH2:8][CH2:7][C@H:6]1[C:12]#[N:13])=[O:4].[NH2:14][C:15]1([CH2:20][OH:21])[CH2:19][CH2:18][CH2:17][CH2:16]1, predict the reaction product. The product is: [C:10]([C@@H:9]1[N:5]([C:3](=[O:4])[CH2:2][NH:14][C:15]2([CH2:20][OH:21])[CH2:19][CH2:18][CH2:17][CH2:16]2)[C@H:6]([C:12]#[N:13])[CH2:7][CH2:8]1)#[CH:11]. (3) Given the reactants [H-].[Na+].[NH:3]1[CH:7]=[N:6][CH:5]=[N:4]1.Cl[C:9]1[C:13]2[CH:14]=[C:15]([CH:27]=[O:28])[C:16]([N:19]3[CH2:24][C@@H:23]([CH3:25])[O:22][C@H:21]([CH3:26])[CH2:20]3)=[C:17]([F:18])[C:12]=2[O:11][N:10]=1, predict the reaction product. The product is: [CH3:26][C@@H:21]1[CH2:20][N:19]([C:16]2[C:15]([CH:27]=[O:28])=[CH:14][C:13]3[C:9]([N:3]4[CH:7]=[N:6][CH:5]=[N:4]4)=[N:10][O:11][C:12]=3[C:17]=2[F:18])[CH2:24][C@@H:23]([CH3:25])[O:22]1. (4) The product is: [CH2:28]([N:30]1[C:42]2[CH:41]=[CH:40][C:39]([NH:43][C:10]([C@@H:9]3[CH2:13][C:14](=[CH2:16])[CH2:15][N:8]3[C:6]([NH:17][C:20]3[CH:25]=[CH:24][CH:23]=[C:22]([O:26][CH3:27])[CH:21]=3)=[O:7])=[O:12])=[CH:38][C:37]=2[C:36]2[C:31]1=[CH:32][CH:33]=[CH:34][CH:35]=2)[CH3:29]. Given the reactants C(O[C:6]([N:8]1[CH2:15][C:14](=[CH2:16])[CH2:13][C@H:9]1[C:10]([OH:12])=O)=[O:7])(C)(C)C.[N:17]([C:20]1[CH:25]=[CH:24][CH:23]=[C:22]([O:26][CH3:27])[CH:21]=1)=C=O.[CH2:28]([N:30]1[C:42]2[CH:41]=[CH:40][C:39]([NH2:43])=[CH:38][C:37]=2[C:36]2[C:31]1=[CH:32][CH:33]=[CH:34][CH:35]=2)[CH3:29], predict the reaction product.